Dataset: Forward reaction prediction with 1.9M reactions from USPTO patents (1976-2016). Task: Predict the product of the given reaction. Given the reactants O[C:2]1([C:17]2[C:26]3[C:21](=[CH:22][CH:23]=[CH:24][CH:25]=3)[C:20](=[O:27])[NH:19][N:18]=2)[CH2:16][C:4]2([CH2:7][CH:6]([NH:8][C:9](=[O:15])[O:10][C:11]([CH3:14])([CH3:13])[CH3:12])[CH2:5]2)[CH2:3]1.COCCN(S(F)(F)[F:38])CCOC, predict the reaction product. The product is: [F:38][C:2]1([C:17]2[C:26]3[C:21](=[CH:22][CH:23]=[CH:24][CH:25]=3)[C:20](=[O:27])[NH:19][N:18]=2)[CH2:16][C:4]2([CH2:7][CH:6]([NH:8][C:9](=[O:15])[O:10][C:11]([CH3:14])([CH3:13])[CH3:12])[CH2:5]2)[CH2:3]1.